From a dataset of Catalyst prediction with 721,799 reactions and 888 catalyst types from USPTO. Predict which catalyst facilitates the given reaction. (1) Reactant: Cl[C:2]1[N:3]=[C:4]([NH:13][C:14]2[CH:19]=[CH:18][C:17]([N:20]3[CH2:25][CH2:24][CH:23]([N:26]4[CH2:31][CH2:30][N:29]([CH3:32])[CH2:28][CH2:27]4)[CH2:22][CH2:21]3)=[CH:16][CH:15]=2)[C:5]([C:10]([NH2:12])=[O:11])=[N:6][C:7]=1[CH2:8][CH3:9].C(O[C:38]([N:40]1[CH2:44][CH2:43][C:42]2([CH2:48][CH2:47][NH:46][CH2:45]2)[CH2:41]1)=[O:39])(C)(C)C.[CH:49](N(C(C)C)CC)(C)[CH3:50].[N-]=C=O. Product: [C:38]([N:40]1[CH2:44][CH2:43][C:42]2([CH2:45][N:46]([C:2]3[N:3]=[C:4]([NH:13][C:14]4[CH:19]=[CH:18][C:17]([N:20]5[CH2:21][CH2:22][CH:23]([N:26]6[CH2:31][CH2:30][N:29]([CH3:32])[CH2:28][CH2:27]6)[CH2:24][CH2:25]5)=[CH:16][CH:15]=4)[C:5]([C:10]([NH2:12])=[O:11])=[N:6][C:7]=3[CH2:8][CH3:9])[CH2:47][CH2:48]2)[CH2:41]1)(=[O:39])[CH:49]=[CH2:50]. The catalyst class is: 637. (2) Reactant: Cl[C:2]1[CH:7]=[C:6]([O:8][C:9]2[CH:10]=[N:11][C:12]([N+:15]([O-:17])=[O:16])=[CH:13][CH:14]=2)[CH:5]=[CH:4][N:3]=1.[CH3:18][N:19]([CH3:23])[C:20]([NH2:22])=[O:21].C([O-])([O-])=O.[Cs+].[Cs+].CC1(C)C2C(=C(P(C3C=CC=CC=3)C3C=CC=CC=3)C=CC=2)OC2C(P(C3C=CC=CC=3)C3C=CC=CC=3)=CC=CC1=2. Product: [CH3:18][N:19]([CH3:23])[C:20]([NH:22][C:2]1[CH:7]=[C:6]([O:8][C:9]2[CH:10]=[N:11][C:12]([N+:15]([O-:17])=[O:16])=[CH:13][CH:14]=2)[CH:5]=[CH:4][N:3]=1)=[O:21]. The catalyst class is: 62.